This data is from Reaction yield outcomes from USPTO patents with 853,638 reactions. The task is: Predict the reaction yield, written as a fraction of the theoretical maximum amount of product (1.0 means a 100% yield; for example, 0.34 means a 34% yield). (1) The reactants are [NH2:1][CH2:2][C:3]1[CH:4]=[C:5]([C:9]2[N:10]([CH3:21])[C:11]3[C:16]([C:17]=2[C:18]#[N:19])=[CH:15][CH:14]=[C:13]([Cl:20])[CH:12]=3)[CH:6]=[N:7][CH:8]=1.C(N(N[S:28](Cl)(=[O:30])=[O:29])CC)C.[CH2:32]([N:34](CC)[CH2:35][CH3:36])[CH3:33]. The catalyst is ClCCl. The product is [NH4+:1].[OH-:29].[CH2:32]([N:34]([CH2:35][CH3:36])[S:28]([NH:1][CH2:2][C:3]1[CH:8]=[N:7][CH:6]=[C:5]([C:9]2[N:10]([CH3:21])[C:11]3[C:16]([C:17]=2[C:18]#[N:19])=[CH:15][CH:14]=[C:13]([Cl:20])[CH:12]=3)[CH:4]=1)(=[O:30])=[O:29])[CH3:33]. The yield is 0.00100. (2) The reactants are Cl.C(N=C=NCCCN(C)C)C.[Cl:13][C:14]1[CH:22]=[CH:21][C:17]([C:18]([OH:20])=O)=[C:16]([OH:23])[CH:15]=1.Cl.[CH3:25][NH:26][O:27][CH3:28].ON1C2C=CC=CC=2N=N1. The catalyst is CN(C)C=O.ClCCl.C(N(CC)CC)C. The product is [Cl:13][C:14]1[CH:22]=[CH:21][C:17]([C:18]([N:26]([O:27][CH3:28])[CH3:25])=[O:20])=[C:16]([OH:23])[CH:15]=1. The yield is 0.820. (3) The reactants are [NH2:1][C:2]1[C:3]([O:12][CH3:13])=[C:4]([CH:9]=[CH:10][CH:11]=1)[C:5]([O:7][CH3:8])=[O:6].[C:14]([O-:17])(O)=[O:15].[Na+].[CH2:19]1[CH2:23]OC[CH2:20]1. No catalyst specified. The product is [CH3:13][O:12][C:3]1[C:2]([NH:1][C:14]([O:17][CH2:23][CH:19]=[CH2:20])=[O:15])=[CH:11][CH:10]=[CH:9][C:4]=1[C:5]([O:7][CH3:8])=[O:6]. The yield is 0.800. (4) The reactants are F[C:2]1[CH:7]=[C:6](F)[CH:5]=[CH:4][C:3]=1[CH2:9][CH2:10]C(O)=O.[CH3:14][C:15]([CH3:20])(C)[C:16](Cl)=[O:17].[Li+].[Cl-].C[C@H]1[C@@H](C2C=CC=CC=2)[O:27][C:26](=[O:35])[NH:25]1.[CH2:36](N(CC)CC)[CH3:37]. The catalyst is C1COCC1. The product is [CH3:14][C:15](=[CH:20][CH2:36][CH3:37])[C:16]([N:25]1[CH:9]([C:3]2[CH:2]=[CH:7][CH:6]=[CH:5][CH:4]=2)[CH2:10][O:35][C:26]1=[O:27])=[O:17]. The yield is 0.990. (5) The reactants are [CH3:1][N:2]1[C:10]2[C:5](=[CH:6][CH:7]=[C:8]([N+:11]([O-])=O)[CH:9]=2)[C:4]([CH3:15])([CH3:14])[C:3]1=[O:16].[H][H]. The yield is 0.810. The catalyst is C(OCC)(=O)C.CO.[Pd]. The product is [NH2:11][C:8]1[CH:9]=[C:10]2[C:5]([C:4]([CH3:15])([CH3:14])[C:3](=[O:16])[N:2]2[CH3:1])=[CH:6][CH:7]=1. (6) The reactants are [CH3:1][N:2]1[CH:6]=[N:5][CH:4]=[N:3]1.[CH3:7][O:8][N:9]([CH3:13])[C:10](Cl)=[O:11]. The catalyst is C(#N)C.CCOCC. The product is [CH3:7][O:8][N:9]([CH3:13])[C:10]([C:6]1[N:2]([CH3:1])[N:3]=[CH:4][N:5]=1)=[O:11]. The yield is 0.650. (7) The catalyst is O. The yield is 0.840. The reactants are [O:1]1[C:6]2[CH:7]=[CH:8][C:9]([CH2:11][C:12]3[N:13]=[C:14]([N:22]4[CH2:27][CH2:26][O:25][CH2:24][CH2:23]4)[S:15][C:16]=3[C:17]([O:19]CC)=[O:18])=[CH:10][C:5]=2[O:4][CH2:3][CH2:2]1.O1CCCC1.CO.[OH-].[Li+].Cl. The product is [O:1]1[C:6]2[CH:7]=[CH:8][C:9]([CH2:11][C:12]3[N:13]=[C:14]([N:22]4[CH2:23][CH2:24][O:25][CH2:26][CH2:27]4)[S:15][C:16]=3[C:17]([OH:19])=[O:18])=[CH:10][C:5]=2[O:4][CH2:3][CH2:2]1. (8) The reactants are [CH2:1]([N:8]1[CH2:13][CH2:12][NH:11][CH2:10][CH:9]1[C:14]1[N:19]=[C:18]([CH:20]2[CH2:25][NH:24][CH2:23][CH2:22][N:21]2[CH2:26][C:27]2[CH:32]=[CH:31][CH:30]=[CH:29][CH:28]=2)[CH:17]=[C:16]([NH:33]N)[N:15]=1)[C:2]1[CH:7]=[CH:6][CH:5]=[CH:4][CH:3]=1. The catalyst is CCOC(C)=O.[Ni]. The product is [CH2:1]([N:8]1[CH2:13][CH2:12][NH:11][CH2:10][CH:9]1[C:14]1[N:19]=[C:18]([CH:20]2[CH2:25][NH:24][CH2:23][CH2:22][N:21]2[CH2:26][C:27]2[CH:32]=[CH:31][CH:30]=[CH:29][CH:28]=2)[CH:17]=[C:16]([NH2:33])[N:15]=1)[C:2]1[CH:7]=[CH:6][CH:5]=[CH:4][CH:3]=1. The yield is 0.940.